Dataset: Catalyst prediction with 721,799 reactions and 888 catalyst types from USPTO. Task: Predict which catalyst facilitates the given reaction. (1) Reactant: [CH3:1][O:2][C:3]1[C:7](/[CH:8]=[N:9]/O)=[CH:6][N:5]([C:11]2[CH:16]=[CH:15][C:14]([C:17]([F:20])([F:19])[F:18])=[CH:13][CH:12]=2)[N:4]=1. Product: [CH3:1][O:2][C:3]1[C:7]([CH2:8][NH2:9])=[CH:6][N:5]([C:11]2[CH:16]=[CH:15][C:14]([C:17]([F:20])([F:18])[F:19])=[CH:13][CH:12]=2)[N:4]=1. The catalyst class is: 227. (2) Product: [CH3:1][C:2]1[CH:7]=[CH:6][C:5]([S:8]([O:11][CH2:12][CH:13]2[CH2:17][C:16]3[C:18]([C:26]4[CH:27]=[CH:28][CH:29]=[CH:30][C:25]=4[C:24]([F:35])([F:34])[F:23])=[CH:19][CH:20]=[CH:21][C:15]=3[O:14]2)(=[O:10])=[O:9])=[CH:4][CH:3]=1. Reactant: [CH3:1][C:2]1[CH:7]=[CH:6][C:5]([S:8]([O:11][CH2:12][CH:13]2[CH2:17][C:16]3[C:18](Br)=[CH:19][CH:20]=[CH:21][C:15]=3[O:14]2)(=[O:10])=[O:9])=[CH:4][CH:3]=1.[F:23][C:24]([F:35])([F:34])[C:25]1[CH:30]=[CH:29][CH:28]=[CH:27][C:26]=1B(O)O.C(=O)([O-])[O-].[K+].[K+].CC1C=CC(S(OCC2CC3C(C4C=CC=CC=4)=CC=CC=3O2)(=O)=O)=CC=1. The catalyst class is: 608.